This data is from Full USPTO retrosynthesis dataset with 1.9M reactions from patents (1976-2016). The task is: Predict the reactants needed to synthesize the given product. (1) Given the product [Cl:3][C:4]1[N:9]=[N:8][C:7]([N:10]2[CH2:14][C@@H:13]([C:15]3[CH:20]=[CH:19][C:18]([F:21])=[CH:17][C:16]=3[F:22])[C@H:12]([C:23]([O-:25])=[O:24])[CH2:11]2)=[CH:6][CH:5]=1.[Li+:2], predict the reactants needed to synthesize it. The reactants are: [OH-].[Li+:2].[Cl:3][C:4]1[N:9]=[N:8][C:7]([N:10]2[CH2:14][C@@H:13]([C:15]3[CH:20]=[CH:19][C:18]([F:21])=[CH:17][C:16]=3[F:22])[C@H:12]([C:23]([O:25]C)=[O:24])[CH2:11]2)=[CH:6][CH:5]=1.CO.C(OCC)C. (2) Given the product [NH2:1][C@H:2]([C:12]([NH:14][C@H:15]([C:19]([NH:21][C@H:22]([C:26]([N:28]1[CH2:42][CH2:41][CH2:40][C@H:29]1[C:30]([OH:32])=[O:31])=[O:27])[CH:23]([CH3:25])[CH3:24])=[O:20])[CH:16]([CH3:18])[CH3:17])=[O:13])[CH2:3][CH2:4][C:5](=[O:11])[O:6][C:7]([CH3:8])([CH3:9])[CH3:10], predict the reactants needed to synthesize it. The reactants are: [NH:1](C(OCC1C=CC=CC=1)=O)[C@H:2]([C:12]([NH:14][C@H:15]([C:19]([NH:21][C@H:22]([C:26]([N:28]1[CH2:42][CH2:41][CH2:40][C@H:29]1[C:30]([O:32]CC1C=CC=CC=1)=[O:31])=[O:27])[CH:23]([CH3:25])[CH3:24])=[O:20])[CH:16]([CH3:18])[CH3:17])=[O:13])[CH2:3][CH2:4][C:5](=[O:11])[O:6][C:7]([CH3:10])([CH3:9])[CH3:8]. (3) Given the product [O:1]([C:8]1[CH:9]=[C:10]([CH:13]=[CH:14][CH:15]=1)[CH2:11][NH:26][C@@H:16]1[C:25]2[C:20](=[CH:21][CH:22]=[CH:23][CH:24]=2)[CH2:19][CH2:18][CH2:17]1)[C:2]1[CH:7]=[CH:6][CH:5]=[CH:4][CH:3]=1, predict the reactants needed to synthesize it. The reactants are: [O:1]([C:8]1[CH:9]=[C:10]([CH:13]=[CH:14][CH:15]=1)[CH:11]=O)[C:2]1[CH:7]=[CH:6][CH:5]=[CH:4][CH:3]=1.[C@@H:16]1([NH2:26])[C:25]2[C:20](=[CH:21][CH:22]=[CH:23][CH:24]=2)[CH2:19][CH2:18][CH2:17]1. (4) The reactants are: [Cl:1][C:2]1[CH:19]=[C:18]([N+:20]([O-])=O)[CH:17]=[CH:16][C:3]=1[O:4][C:5]1[CH:6]=[C:7]([C:11]2[S:15][CH:14]=[N:13][CH:12]=2)[CH:8]=[CH:9][CH:10]=1.C([O:31][CH2:32][CH2:33][O:34][CH2:35][CH2:36][N:37]1[C:45]2[C:44](Cl)=[N:43][CH:42]=[N:41][C:40]=2[CH:39]=[CH:38]1)(=O)C1C=CC=CC=1.C(=O)(O)[O-].[Na+].Cl. Given the product [Cl:1][C:2]1[CH:19]=[C:18]([NH:20][C:44]2[C:45]3[N:37]([CH2:36][CH2:35][O:34][CH2:33][CH2:32][OH:31])[CH:38]=[CH:39][C:40]=3[N:41]=[CH:42][N:43]=2)[CH:17]=[CH:16][C:3]=1[O:4][C:5]1[CH:10]=[CH:9][CH:8]=[C:7]([C:11]2[S:15][CH:14]=[N:13][CH:12]=2)[CH:6]=1, predict the reactants needed to synthesize it. (5) Given the product [C:18]([NH:10][CH2:9][CH2:8][CH2:7][CH2:6][CH2:5][C:4]([O:3][CH3:2])=[O:11])(=[O:20])[CH3:19], predict the reactants needed to synthesize it. The reactants are: Cl.[CH3:2][O:3][C:4](=[O:11])[CH2:5][CH2:6][CH2:7][CH2:8][CH2:9][NH2:10].N1C=CC=CC=1.[C:18](Cl)(=[O:20])[CH3:19].Cl.